From a dataset of Full USPTO retrosynthesis dataset with 1.9M reactions from patents (1976-2016). Predict the reactants needed to synthesize the given product. (1) The reactants are: [CH:1]1([N:8]2[C:11](=[O:12])[C:10]([CH3:14])([CH3:13])[NH:9]2)[CH2:7][CH2:6][CH2:5][CH2:4][CH2:3][CH2:2]1.[Cl:15][C:16]1[C:23]([Cl:24])=[CH:22][CH:21]=[CH:20][C:17]=1[CH2:18]Br. Given the product [CH:1]1([N:8]2[C:11](=[O:12])[C:10]([CH3:14])([CH3:13])[N:9]2[CH2:18][C:17]2[CH:20]=[CH:21][CH:22]=[C:23]([Cl:24])[C:16]=2[Cl:15])[CH2:2][CH2:3][CH2:4][CH2:5][CH2:6][CH2:7]1, predict the reactants needed to synthesize it. (2) Given the product [C:1]1([C:31]2[CH:36]=[CH:35][CH:34]=[CH:33][CH:32]=2)[CH:2]=[CH:3][C:4]([O:7][CH:8]2[CH2:12][CH2:11][N:10]([C:13]3[CH:18]=[CH:17][C:16]([OH:19])=[C:15]([O:28][CH3:29])[CH:14]=3)[C:9]2=[O:30])=[CH:5][CH:6]=1, predict the reactants needed to synthesize it. The reactants are: [C:1]1([C:31]2[CH:36]=[CH:35][CH:34]=[CH:33][CH:32]=2)[CH:6]=[CH:5][C:4]([O:7][CH:8]2[CH2:12][CH2:11][N:10]([C:13]3[CH:18]=[CH:17][C:16]([O:19]COCC[Si](C)(C)C)=[C:15]([O:28][CH3:29])[CH:14]=3)[C:9]2=[O:30])=[CH:3][CH:2]=1.Cl.O1CCOCC1. (3) Given the product [CH3:16][O:13][C:12]([C:4]1[C:3](=[O:15])[N:2]([CH3:1])[C:7]([C:8]([F:9])([F:10])[F:11])=[CH:6][CH:5]=1)=[O:14], predict the reactants needed to synthesize it. The reactants are: [CH3:1][N:2]1[C:7]([C:8]([F:11])([F:10])[F:9])=[CH:6][CH:5]=[C:4]([C:12]([OH:14])=[O:13])[C:3]1=[O:15].[C:16](Cl)(=O)C(Cl)=O.CO.C(N(CC)CC)C. (4) Given the product [CH3:20][C@:17]12[C@@:16]3([CH3:21])[C@@H:7]([C@:8]4([CH3:34])[C@@H:13]([CH2:14][CH2:15]3)[C:12]([CH3:22])([CH3:23])[C:11]([C:24]3[CH:33]=[CH:32][C:27]([C:28]([OH:30])=[O:29])=[CH:26][CH:25]=3)=[CH:10][CH2:9]4)[CH2:6][CH2:5][C@@H:4]1[C@H:3]1[C@H:35]([C:38]([CH3:40])=[CH2:39])[CH2:36][CH2:37][C@:2]1([NH:1][C:49](=[O:51])[CH2:48][O:47][C:43]1[CH:42]=[N:41][CH:46]=[CH:45][CH:44]=1)[CH2:19][CH2:18]2, predict the reactants needed to synthesize it. The reactants are: [NH2:1][C@:2]12[CH2:37][CH2:36][C@@H:35]([C:38]([CH3:40])=[CH2:39])[C@@H:3]1[C@@H:4]1[C@@:17]([CH3:20])([CH2:18][CH2:19]2)[C@@:16]2([CH3:21])[C@@H:7]([C@:8]3([CH3:34])[C@@H:13]([CH2:14][CH2:15]2)[C:12]([CH3:23])([CH3:22])[C:11]([C:24]2[CH:33]=[CH:32][C:27]([C:28]([O:30]C)=[O:29])=[CH:26][CH:25]=2)=[CH:10][CH2:9]3)[CH2:6][CH2:5]1.[N:41]1[CH:46]=[CH:45][CH:44]=[C:43]([O:47][CH2:48][C:49]([OH:51])=O)[CH:42]=1.